From a dataset of Reaction yield outcomes from USPTO patents with 853,638 reactions. Predict the reaction yield, written as a fraction of the theoretical maximum amount of product (1.0 means a 100% yield; for example, 0.34 means a 34% yield). (1) The reactants are [NH2:1][C:2]1[C:3]([C:8]([O:10][CH3:11])=[O:9])=[N:4][CH:5]=[CH:6][N:7]=1.[I:12]N1C(=O)CCC1=O.S([O-])([O-])(=O)=S.[Na+].[Na+]. The catalyst is CN(C=O)C. The product is [CH3:11][O:10][C:8]([C:3]1[C:2]([NH2:1])=[N:7][CH:6]=[C:5]([I:12])[N:4]=1)=[O:9]. The yield is 0.610. (2) The reactants are [F:1][C:2]1[CH:7]=[C:6]([S:8]([CH3:11])(=[O:10])=[O:9])[CH:5]=[CH:4][C:3]=1[NH:12][C@H:13]1[CH2:19][CH2:18][CH2:17][CH2:16][N:15]([CH:20]2[CH2:25][CH2:24][NH:23][CH2:22][CH2:21]2)[C:14]1=[O:26].CCN(C(C)C)C(C)C.[Cl:36][C:37]1[N:42]=[CH:41][C:40]([CH2:43][CH3:44])=[CH:39][N:38]=1.O. The catalyst is CN(C=O)C. The product is [ClH:36].[CH2:43]([C:40]1[CH:39]=[N:38][C:37]([N:23]2[CH2:24][CH2:25][CH:20]([N:15]3[CH2:16][CH2:17][CH2:18][CH2:19][C@H:13]([NH:12][C:3]4[CH:4]=[CH:5][C:6]([S:8]([CH3:11])(=[O:10])=[O:9])=[CH:7][C:2]=4[F:1])[C:14]3=[O:26])[CH2:21][CH2:22]2)=[N:42][CH:41]=1)[CH3:44]. The yield is 0.430. (3) The reactants are [OH:1][C:2]1[CH:10]=[CH:9][CH:8]=[C:7]2[C:3]=1[CH2:4][CH2:5][NH:6]2.OC1C=C2C(=CC=1)N([CH2:21][C:22]1([NH:30][C:31](=[O:37])[O:32][C:33]([CH3:36])([CH3:35])[CH3:34])[CH2:27][O:26][C:25]([CH3:29])([CH3:28])[O:24][CH2:23]1)CC2. No catalyst specified. The product is [OH:1][C:2]1[CH:10]=[CH:9][CH:8]=[C:7]2[C:3]=1[CH2:4][CH2:5][N:6]2[CH2:21][C:22]1([NH:30][C:31](=[O:37])[O:32][C:33]([CH3:36])([CH3:35])[CH3:34])[CH2:27][O:26][C:25]([CH3:28])([CH3:29])[O:24][CH2:23]1. The yield is 0.740. (4) The reactants are Cl[CH2:2][C:3]([NH:5][C@@H:6]1[CH2:11][O:10][C:9]2=[N:12][C:13]([N+:15]([O-:17])=[O:16])=[CH:14][N:8]2[CH2:7]1)=[O:4].[F:18][C:19]([F:35])([F:34])[O:20][C:21]1[CH:33]=[CH:32][C:24]([CH2:25][CH:26]2[CH2:31][CH2:30][NH:29][CH2:28][CH2:27]2)=[CH:23][CH:22]=1. No catalyst specified. The product is [F:34][C:19]([F:18])([F:35])[O:20][C:21]1[CH:22]=[CH:23][C:24]([CH2:25][CH:26]2[CH2:31][CH2:30][N:29]([CH2:2][C:3]([NH:5][C@@H:6]3[CH2:11][O:10][C:9]4=[N:12][C:13]([N+:15]([O-:17])=[O:16])=[CH:14][N:8]4[CH2:7]3)=[O:4])[CH2:28][CH2:27]2)=[CH:32][CH:33]=1. The yield is 0.620. (5) The reactants are [CH:1]([N:14]1[CH2:17][CH:16]([C:18]([OH:20])=O)[CH2:15]1)([C:8]1[CH:13]=[CH:12][CH:11]=[CH:10][CH:9]=1)[C:2]1[CH:7]=[CH:6][CH:5]=[CH:4][CH:3]=1.[CH2:21]([N:23](CC)CC)C.F[P-](F)(F)(F)(F)F.N1(O[P+](N(C)C)(N(C)C)N(C)C)C2C=CC=CC=2N=N1.Cl.CN. The catalyst is CN(C)C=O. The product is [CH3:21][NH:23][C:18]([CH:16]1[CH2:17][N:14]([CH:1]([C:8]2[CH:13]=[CH:12][CH:11]=[CH:10][CH:9]=2)[C:2]2[CH:7]=[CH:6][CH:5]=[CH:4][CH:3]=2)[CH2:15]1)=[O:20]. The yield is 0.741. (6) The reactants are [C:1]([O:5][CH:6]([C:11]1[C:16]([CH3:17])=[CH:15][CH:14]=[C:13]([CH:18]=[CH2:19])[C:12]=1[C:20]1[C:21]([CH3:30])=[C:22]2[C:27](=[CH:28][CH:29]=1)[O:26][CH2:25][CH2:24][CH2:23]2)[C:7]([O:9][CH3:10])=[O:8])([CH3:4])([CH3:3])[CH3:2].I[CH2:32]I.C([Zn]CC)C.C1(C)C=CC=CC=1. The catalyst is ClCCCl. The product is [C:1]([O:5][CH:6]([C:11]1[C:16]([CH3:17])=[CH:15][CH:14]=[C:13]([CH:18]2[CH2:32][CH2:19]2)[C:12]=1[C:20]1[C:21]([CH3:30])=[C:22]2[C:27](=[CH:28][CH:29]=1)[O:26][CH2:25][CH2:24][CH2:23]2)[C:7]([O:9][CH3:10])=[O:8])([CH3:4])([CH3:2])[CH3:3]. The yield is 0.220.